From a dataset of Full USPTO retrosynthesis dataset with 1.9M reactions from patents (1976-2016). Predict the reactants needed to synthesize the given product. (1) Given the product [CH:16]1([C:8]2([C:11]([O:13][CH2:14][CH3:15])=[O:12])[CH2:7][CH2:6][N:5]([C:3](=[O:4])[C@H:2]([NH:1][C:32]([NH:44][CH2:45][CH2:46][C:47]3[N:51]=[CH:50][NH:49][CH:48]=3)=[O:33])[CH2:22][C:23]3[CH:28]=[CH:27][C:26]([Cl:29])=[C:25]([Cl:30])[CH:24]=3)[CH2:10][CH2:9]2)[CH2:21][CH2:20][CH2:19][CH2:18][CH2:17]1, predict the reactants needed to synthesize it. The reactants are: [NH2:1][C@H:2]([CH2:22][C:23]1[CH:28]=[CH:27][C:26]([Cl:29])=[C:25]([Cl:30])[CH:24]=1)[C:3]([N:5]1[CH2:10][CH2:9][C:8]([CH:16]2[CH2:21][CH2:20][CH2:19][CH2:18][CH2:17]2)([C:11]([O:13][CH2:14][CH3:15])=[O:12])[CH2:7][CH2:6]1)=[O:4].Cl[C:32](OC1C=CC([N+]([O-])=O)=CC=1)=[O:33].[NH2:44][CH2:45][CH2:46][C:47]1[N:51]=[CH:50][NH:49][CH:48]=1.[OH-].[Na+]. (2) Given the product [CH3:32][O:31][C:28]1[CH:29]=[C:30]2[C:25](=[CH:26][C:27]=1[O:33][CH3:34])[N:24]=[CH:23][CH:22]=[C:21]2[O:20][C:19]1[CH:35]=[CH:36][C:37]([N:39]2[CH2:40][CH2:41][N:42]([C:1]([C:2]3[CH:7]=[CH:6][CH:5]=[CH:4][CH:3]=3)=[O:8])[CH2:43][CH2:44]2)=[CH:38][C:18]=1[F:17], predict the reactants needed to synthesize it. The reactants are: [C:1](Cl)(=[O:8])[C:2]1[CH:7]=[CH:6][CH:5]=[CH:4][CH:3]=1.C(N(CC)CC)C.[F:17][C:18]1[CH:38]=[C:37]([N:39]2[CH2:44][CH2:43][NH:42][CH2:41][CH2:40]2)[CH:36]=[CH:35][C:19]=1[O:20][C:21]1[C:30]2[C:25](=[CH:26][C:27]([O:33][CH3:34])=[C:28]([O:31][CH3:32])[CH:29]=2)[N:24]=[CH:23][CH:22]=1.O. (3) Given the product [C:32]([O:36][C:37](=[O:40])[CH2:38][NH:39][C:5](=[O:7])[C:4]1[CH:8]=[C:9]([Cl:12])[C:10]([F:11])=[C:2]([Cl:1])[CH:3]=1)([CH3:35])([CH3:34])[CH3:33], predict the reactants needed to synthesize it. The reactants are: [Cl:1][C:2]1[CH:3]=[C:4]([CH:8]=[C:9]([Cl:12])[C:10]=1[F:11])[C:5]([OH:7])=O.O.ON1C2C=CC=CC=2N=N1.C(N(CC)CC)C.Cl.[C:32]([O:36][C:37](=[O:40])[CH2:38][NH2:39])([CH3:35])([CH3:34])[CH3:33]. (4) The reactants are: [NH2:1][C@H:2]([C:5]1[CH:10]=[CH:9][CH:8]=[CH:7][CH:6]=1)[CH2:3][OH:4].[CH:11](=O)[CH2:12][CH2:13][CH:14]=[CH2:15].C([BH3-])#N.[Na+]. Given the product [CH2:15]([NH:1][C@H:2]([C:5]1[CH:10]=[CH:9][CH:8]=[CH:7][CH:6]=1)[CH2:3][OH:4])[CH2:14][CH2:13][CH:12]=[CH2:11], predict the reactants needed to synthesize it. (5) Given the product [Cl:28][C:29]1[CH:34]=[CH:33][C:32]([C:35]2[N:36]=[C:37]3[CH:42]=[CH:41][CH:40]=[CH:39][N:38]3[C:43]=2[CH2:44][N:45]2[CH:49]=[N:48][C:47]([C:50]([NH2:2])=[O:52])=[N:46]2)=[CH:31][CH:30]=1, predict the reactants needed to synthesize it. The reactants are: C[NH:2]C(C1N(CC2N3C=C(C)C=CC3=NC=2C2C=CC(C)=CC=2)N=CN=1)=O.[Cl:28][C:29]1[CH:34]=[CH:33][C:32]([C:35]2[N:36]=[C:37]3[CH:42]=[CH:41][CH:40]=[CH:39][N:38]3[C:43]=2[CH2:44][N:45]2[CH:49]=[N:48][C:47]([C:50]([O:52]C)=O)=[N:46]2)=[CH:31][CH:30]=1.N. (6) Given the product [I:35][C:13]1[C:14]2[N:25]([CH3:26])[CH:24]=[CH:23][C:15]=2[C:16]2[C:11]([CH:12]=1)=[N:10][C:9]([NH2:8])=[N:18][C:17]=2[NH2:19], predict the reactants needed to synthesize it. The reactants are: FC(F)(F)C(O)=O.[NH2:8][C:9]1[N:18]=[C:17]([NH:19]CCO)[C:16]2[C:15]3[CH:23]=[CH:24][N:25]([CH3:26])[C:14]=3[C:13](C3SC=CC=3)=[CH:12][C:11]=2[N:10]=1.[OH-].[Na+].C[I:35].[Cl-].[Na+]. (7) Given the product [C:1]([O:5][C:6](=[O:32])[NH:7][C@@H:8]([CH2:19][C:20]1[C:28]2[C:23](=[CH:24][CH:25]=[C:26]([O:29][CH2:30][CH3:31])[CH:27]=2)[NH:22][CH:21]=1)[C:9]([N:11]1[CH2:15][CH2:14][CH2:13][C@H:12]1[C:16]#[N:17])=[O:10])([CH3:3])([CH3:4])[CH3:2], predict the reactants needed to synthesize it. The reactants are: [C:1]([O:5][C:6](=[O:32])[NH:7][C@@H:8]([CH2:19][C:20]1[C:28]2[C:23](=[CH:24][CH:25]=[C:26]([O:29][CH2:30][CH3:31])[CH:27]=2)[NH:22][CH:21]=1)[C:9]([N:11]1[CH2:15][CH2:14][CH2:13][C@H:12]1[C:16](=O)[NH2:17])=[O:10])([CH3:4])([CH3:3])[CH3:2].N1C=CN=C1.O=P(Cl)(Cl)Cl. (8) Given the product [CH2:1]([N:8]1[CH:13]([CH2:14][O:15][CH3:21])[CH2:12][O:11][CH:10]([CH3:16])[C:9]1=[O:17])[C:2]1[CH:3]=[CH:4][CH:5]=[CH:6][CH:7]=1, predict the reactants needed to synthesize it. The reactants are: [CH2:1]([N:8]1[CH:13]([CH2:14][OH:15])[CH2:12][O:11][CH:10]([CH3:16])[C:9]1=[O:17])[C:2]1[CH:7]=[CH:6][CH:5]=[CH:4][CH:3]=1.[H-].[Na+].I[CH3:21].